This data is from Full USPTO retrosynthesis dataset with 1.9M reactions from patents (1976-2016). The task is: Predict the reactants needed to synthesize the given product. Given the product [Cl:37][C:29]1[CH:30]=[CH:31][C:32]2[O:33][CH2:34][O:35][C:36]=2[C:28]=1[NH:27][C:25]1[CH:24]=[CH:23][N:22]=[C:21]([NH:13][C:11]2[CH:10]=[C:9]([N:14]3[CH2:15][CH2:16][O:17][CH2:18][CH2:19]3)[N:8]=[C:7]([N:4]3[CH2:5][CH2:6][O:1][CH2:2][CH2:3]3)[CH:12]=2)[N:26]=1, predict the reactants needed to synthesize it. The reactants are: [O:1]1[CH2:6][CH2:5][N:4]([C:7]2[CH:12]=[C:11]([NH2:13])[CH:10]=[C:9]([N:14]3[CH2:19][CH2:18][O:17][CH2:16][CH2:15]3)[N:8]=2)[CH2:3][CH2:2]1.Cl[C:21]1[N:26]=[C:25]([NH:27][C:28]2[C:36]3[O:35][CH2:34][O:33][C:32]=3[CH:31]=[CH:30][C:29]=2[Cl:37])[CH:24]=[CH:23][N:22]=1.N12CCCN=C1CCCCC2.CC1(C)C2C=CC=C(P(C3C=CC=CC=3)C3C=CC=CC=3)C=2OC2C1=CC=CC=2P(C1C=CC=CC=1)C1C=CC=CC=1.